Predict the reactants needed to synthesize the given product. From a dataset of Full USPTO retrosynthesis dataset with 1.9M reactions from patents (1976-2016). Given the product [Br:28][C:7]1[CH:6]=[C:5]([CH2:4][C:3]([OH:29])=[O:2])[CH:10]=[C:9]([Br:11])[C:8]=1[O:12][C:13]1[CH:14]=[CH:15][C:16]2[O:20][C:19]([C:21]3[CH:26]=[CH:25][CH:24]=[CH:23][CH:22]=3)=[CH:18][C:17]=2[CH:27]=1, predict the reactants needed to synthesize it. The reactants are: C[O:2][C:3](=[O:29])[CH2:4][C:5]1[CH:10]=[C:9]([Br:11])[C:8]([O:12][C:13]2[CH:14]=[CH:15][C:16]3[O:20][C:19]([C:21]4[CH:26]=[CH:25][CH:24]=[CH:23][CH:22]=4)=[CH:18][C:17]=3[CH:27]=2)=[C:7]([Br:28])[CH:6]=1.[OH-].[K+].